This data is from Forward reaction prediction with 1.9M reactions from USPTO patents (1976-2016). The task is: Predict the product of the given reaction. (1) The product is: [CH:1]([S:4]([C:5]1[CH:15]=[CH:14][C:8]([C:9]([O:11][CH2:12][CH3:13])=[O:10])=[CH:7][CH:6]=1)=[O:19])([CH3:2])[CH3:3]. Given the reactants [CH:1]([S:4][C:5]1[CH:15]=[CH:14][C:8]([C:9]([O:11][CH2:12][CH3:13])=[O:10])=[CH:7][CH:6]=1)([CH3:3])[CH3:2].OO.C([O-])([O-])=[O:19].[Na+].[Na+], predict the reaction product. (2) The product is: [CH3:12][Si:11]([CH3:14])([CH3:13])[C:9]1[O:8][C:7]2[C:2](=[N:3][CH:4]=[CH:5][CH:6]=2)[CH:10]=1. Given the reactants Br[C:2]1[C:7]([OH:8])=[CH:6][CH:5]=[CH:4][N:3]=1.[C:9]([Si:11]([CH3:14])([CH3:13])[CH3:12])#[CH:10], predict the reaction product. (3) Given the reactants [CH2:1]([N:8]([CH2:28][C:29]([CH2:31]Cl)=[CH2:30])[C@@H:9]([CH2:20][C:21]([O:23][C:24]([CH3:27])([CH3:26])[CH3:25])=[O:22])[C:10]([O:12][CH2:13][C:14]1[CH:19]=[CH:18][CH:17]=[CH:16][CH:15]=1)=[O:11])[C:2]1[CH:7]=[CH:6][CH:5]=[CH:4][CH:3]=1.[Na+].[I-:34], predict the reaction product. The product is: [CH2:1]([N:8]([CH2:28][C:29]([CH2:31][I:34])=[CH2:30])[C@@H:9]([CH2:20][C:21]([O:23][C:24]([CH3:27])([CH3:26])[CH3:25])=[O:22])[C:10]([O:12][CH2:13][C:14]1[CH:19]=[CH:18][CH:17]=[CH:16][CH:15]=1)=[O:11])[C:2]1[CH:7]=[CH:6][CH:5]=[CH:4][CH:3]=1. (4) Given the reactants [O:1]=[C:2]([C@@:17]1([OH:58])[CH2:34][C@H:33]([O:35][C@@H:36]2[O:50][C@@H:49]([CH3:51])[C@H:39]3[O:40][C@H:41]4[N:46]([C@H:38]3[CH2:37]2)[CH2:45][CH2:44][O:43][C@@H:42]4[O:47][CH3:48])[C:32]2[C:19](=[C:20]([OH:57])[C:21]3[C:22](=[O:56])[C:23]4[C:28]([C:29](=[O:53])[C:30]=3[C:31]=2[OH:52])=[C:27]([O:54][CH3:55])[CH:26]=[CH:25][CH:24]=4)[CH2:18]1)[CH2:3][O:4][CH:5]1[O:10][CH:9]([CH2:11][O:12][CH2:13][C:14]([OH:16])=[O:15])[CH2:8][CH2:7][CH2:6]1.O[N:60]1[C:64](=[O:65])[CH2:63][CH2:62][C:61]1=[O:66].C1(N=C=NC2CCCCC2)CCCCC1, predict the reaction product. The product is: [O:1]=[C:2]([C@@:17]1([OH:58])[CH2:34][C@H:33]([O:35][C@@H:36]2[O:50][C@@H:49]([CH3:51])[C@H:39]3[O:40][C@H:41]4[N:46]([C@H:38]3[CH2:37]2)[CH2:45][CH2:44][O:43][C@@H:42]4[O:47][CH3:48])[C:32]2[C:19](=[C:20]([OH:57])[C:21]3[C:22](=[O:56])[C:23]4[C:28]([C:29](=[O:53])[C:30]=3[C:31]=2[OH:52])=[C:27]([O:54][CH3:55])[CH:26]=[CH:25][CH:24]=4)[CH2:18]1)[CH2:3][O:4][CH:5]1[O:10][CH:9]([CH2:11][O:12][CH2:13][C:14]([O:16][N:60]2[C:64](=[O:65])[CH2:63][CH2:62][C:61]2=[O:66])=[O:15])[CH2:8][CH2:7][CH2:6]1. (5) Given the reactants [N:1]1[CH:6]=[CH:5][C:4]([N:7]2[CH2:12][CH2:11][CH:10]([C:13](Cl)=[O:14])[CH2:9][CH2:8]2)=[CH:3][CH:2]=1.[CH:16]1[C:25]2[C:20](=[CH:21][CH:22]=[CH:23][CH:24]=2)[CH:19]=[CH:18][C:17]=1[S:26]([N:29]1[CH2:34][CH2:33][NH:32][CH2:31][CH:30]1[CH2:35][C:36]([O:38][CH3:39])=[O:37])(=[O:28])=[O:27], predict the reaction product. The product is: [CH3:39][O:38][C:36]([CH2:35][CH:30]1[CH2:31][N:32]([C:13]([CH:10]2[CH2:11][CH2:12][N:7]([C:4]3[CH:5]=[CH:6][N:1]=[CH:2][CH:3]=3)[CH2:8][CH2:9]2)=[O:14])[CH2:33][CH2:34][N:29]1[S:26]([C:17]1[CH:18]=[CH:19][C:20]2[C:25](=[CH:24][CH:23]=[CH:22][CH:21]=2)[CH:16]=1)(=[O:27])=[O:28])=[O:37]. (6) Given the reactants Br[C:2]1[CH:3]=[C:4]2[S:10][C:9]([NH:11][CH2:12][C:13]3[CH:18]=[CH:17][C:16]([O:19][CH3:20])=[CH:15][CH:14]=3)=[C:8]([C:21]([O:23][CH2:24][CH3:25])=[O:22])[C:5]2=[N:6][CH:7]=1.[O-]P([O-])([O-])=O.[K+].[K+].[K+].[C:34](B1OC(C)(C)C(C)(C)O1)([CH3:36])=[CH2:35], predict the reaction product. The product is: [C:34]([C:2]1[CH:3]=[C:4]2[S:10][C:9]([NH:11][CH2:12][C:13]3[CH:18]=[CH:17][C:16]([O:19][CH3:20])=[CH:15][CH:14]=3)=[C:8]([C:21]([O:23][CH2:24][CH3:25])=[O:22])[C:5]2=[N:6][CH:7]=1)([CH3:36])=[CH2:35].